This data is from Peptide-MHC class II binding affinity with 134,281 pairs from IEDB. The task is: Regression. Given a peptide amino acid sequence and an MHC pseudo amino acid sequence, predict their binding affinity value. This is MHC class II binding data. (1) The peptide sequence is TMASYQAVSTAAVAA. The MHC is DRB1_1101 with pseudo-sequence DRB1_1101. The binding affinity (normalized) is 0.468. (2) The peptide sequence is YDKFLANVSTVLDGK. The binding affinity (normalized) is 0.809. The MHC is DRB1_1602 with pseudo-sequence DRB1_1602. (3) The peptide sequence is DEHIILYLVNFDKDR. The MHC is HLA-DQA10501-DQB10201 with pseudo-sequence HLA-DQA10501-DQB10201. The binding affinity (normalized) is 0.212. (4) The peptide sequence is VGINTRNMTMSMSMI. The MHC is HLA-DQA10201-DQB10402 with pseudo-sequence HLA-DQA10201-DQB10402. The binding affinity (normalized) is 0.635. (5) The binding affinity (normalized) is 0.0318. The MHC is HLA-DPA10201-DPB10501 with pseudo-sequence HLA-DPA10201-DPB10501. The peptide sequence is SEIEEFRDRARVPLT. (6) The peptide sequence is VTKTSGSAASMVNGV. The MHC is DRB3_0301 with pseudo-sequence DRB3_0301. The binding affinity (normalized) is 0.453. (7) The peptide sequence is GSYEVKATGSASSMING. The MHC is DRB1_0404 with pseudo-sequence DRB1_0404. The binding affinity (normalized) is 0.326. (8) The peptide sequence is SQDLELSWNLNGLNAY. The MHC is DRB1_1302 with pseudo-sequence DRB1_1302. The binding affinity (normalized) is 0.822. (9) The peptide sequence is EYDFNKLLVSAVSQI. The MHC is DRB1_1101 with pseudo-sequence DRB1_1101. The binding affinity (normalized) is 0.783. (10) The MHC is DRB5_0101 with pseudo-sequence DRB5_0101. The peptide sequence is EVDQTKIQYVIRAQL. The binding affinity (normalized) is 0.301.